This data is from Catalyst prediction with 721,799 reactions and 888 catalyst types from USPTO. The task is: Predict which catalyst facilitates the given reaction. (1) Reactant: [F:1][C:2]1[N:7]=[CH:6][C:5]([CH2:8][NH:9][CH3:10])=[C:4]([I:11])[CH:3]=1.C(N(C(C)C)CC)(C)C.[C:32]([O:31][C:29](O[C:29]([O:31][C:32]([CH3:35])([CH3:34])[CH3:33])=[O:30])=[O:30])([CH3:35])([CH3:34])[CH3:33]. Product: [C:32]([O:31][C:29](=[O:30])[N:9]([CH2:8][C:5]1[CH:6]=[N:7][C:2]([F:1])=[CH:3][C:4]=1[I:11])[CH3:10])([CH3:33])([CH3:34])[CH3:35]. The catalyst class is: 10. (2) Reactant: [F:1][C:2]1[CH:16]=[CH:15][C:5]([CH2:6][C:7]2[O:11][N:10]=[C:9]([C:12]([OH:14])=O)[CH:8]=2)=[CH:4][CH:3]=1.ON1C2C=CC=CC=2N=N1.Cl.C(N=C=NCCCN(C)C)C.C(N(CC)CC)C.[O:46]1[CH2:50][CH2:49][CH:48]([CH2:51][NH2:52])[CH2:47]1. Product: [O:46]1[CH2:50][CH2:49][CH:48]([CH2:51][NH:52][C:12]([C:9]2[CH:8]=[C:7]([CH2:6][C:5]3[CH:4]=[CH:3][C:2]([F:1])=[CH:16][CH:15]=3)[O:11][N:10]=2)=[O:14])[CH2:47]1. The catalyst class is: 408. (3) Reactant: [C:1]([O:5][C:6]([NH:8][C@H:9]([C:30]([O:32][CH3:33])=[O:31])[CH2:10][C:11]1[CH:16]=[CH:15][C:14]([CH:17]=[CH:18][CH2:19][C:20]2[CH:29]=[CH:28][C:27]3[C:22](=[N:23][CH:24]=[CH:25][CH:26]=3)[N:21]=2)=[CH:13][CH:12]=1)=[O:7])([CH3:4])([CH3:3])[CH3:2]. Product: [C:1]([O:5][C:6]([NH:8][C@H:9]([C:30]([O:32][CH3:33])=[O:31])[CH2:10][C:11]1[CH:16]=[CH:15][C:14]([CH2:17][CH2:18][CH2:19][C:20]2[CH:29]=[CH:28][C:27]3[CH2:26][CH2:25][CH2:24][NH:23][C:22]=3[N:21]=2)=[CH:13][CH:12]=1)=[O:7])([CH3:4])([CH3:3])[CH3:2]. The catalyst class is: 29. (4) Reactant: [C:1]([O:5][C:6]([NH:8][C:9]1[S:10][C:11]([C:14](OCC)=[O:15])=[CH:12][N:13]=1)=[O:7])([CH3:4])([CH3:3])[CH3:2].[H-].[H-].[H-].[H-].[Li+].[Al+3].C(OCC)C. Product: [OH:15][CH2:14][C:11]1[S:10][C:9]([NH:8][C:6](=[O:7])[O:5][C:1]([CH3:3])([CH3:2])[CH3:4])=[N:13][CH:12]=1. The catalyst class is: 1.